The task is: Predict the reactants needed to synthesize the given product.. This data is from Full USPTO retrosynthesis dataset with 1.9M reactions from patents (1976-2016). (1) Given the product [OH:3][N:2]=[CH:4][C:6]1[CH:11]=[CH:10][N:9]2[C:12]([C:15]3[CH:16]=[C:17]([C:21]4[CH:25]=[CH:24][S:23][C:22]=4[C:26]#[N:27])[CH:18]=[CH:19][CH:20]=3)=[CH:13][N:14]=[C:8]2[CH:7]=1, predict the reactants needed to synthesize it. The reactants are: Cl.[NH2:2][OH:3].[CH:4]([C:6]1[CH:11]=[CH:10][N:9]2[C:12]([C:15]3[CH:16]=[C:17]([C:21]4[CH:25]=[CH:24][S:23][C:22]=4[C:26]#[N:27])[CH:18]=[CH:19][CH:20]=3)=[CH:13][N:14]=[C:8]2[CH:7]=1)=O. (2) Given the product [CH3:11][O:10][C:9]1[CH:8]=[CH:7][C:4]([CH:5]=[O:6])=[CH:3][C:2]=1[O:1][CH2:13][CH2:14][N:15]1[CH2:20][CH2:19][O:18][CH2:17][CH2:16]1, predict the reactants needed to synthesize it. The reactants are: [OH:1][C:2]1[CH:3]=[C:4]([CH:7]=[CH:8][C:9]=1[O:10][CH3:11])[CH:5]=[O:6].Cl[CH2:13][CH2:14][N:15]1[CH2:20][CH2:19][O:18][CH2:17][CH2:16]1. (3) Given the product [NH2:35][C:32]([CH3:34])([CH3:33])[C:31]([NH:30][C@H:10]([CH2:9][O:8][CH2:1][C:2]1[CH:3]=[CH:4][CH:5]=[CH:6][CH:7]=1)[C:11]([N:13]1[CH2:17][CH2:16][C:15]2([CH:21]([C:22]3[CH:23]=[CH:24][CH:25]=[CH:26][CH:27]=3)[CH2:20][N:19]([CH3:28])[C:18]2=[O:29])[CH2:14]1)=[O:12])=[O:43], predict the reactants needed to synthesize it. The reactants are: [CH2:1]([O:8][CH2:9][C@@H:10]([NH:30][C:31](=[O:43])[C:32]([NH:35]C(=O)OC(C)(C)C)([CH3:34])[CH3:33])[C:11]([N:13]1[CH2:17][CH2:16][C:15]2([CH:21]([C:22]3[CH:27]=[CH:26][CH:25]=[CH:24][CH:23]=3)[CH2:20][N:19]([CH3:28])[C:18]2=[O:29])[CH2:14]1)=[O:12])[C:2]1[CH:7]=[CH:6][CH:5]=[CH:4][CH:3]=1.C(O)(C(F)(F)F)=O. (4) Given the product [Cl:21][C:18]1[S:17][C:16]([S:13]([NH:12][C@H:4]([C:1]([OH:3])([CH3:22])[CH3:2])[C@H:5]([CH3:11])[CH2:6][C:7]([F:10])([F:9])[F:8])(=[O:15])=[O:14])=[CH:20][CH:19]=1, predict the reactants needed to synthesize it. The reactants are: [C:1]([C@@H:4]([NH:12][S:13]([C:16]1[S:17][C:18]([Cl:21])=[CH:19][CH:20]=1)(=[O:15])=[O:14])[C@H:5]([CH3:11])[CH2:6][C:7]([F:10])([F:9])[F:8])(=[O:3])[CH3:2].[CH3:22][Mg]Br.CCOC(C)=O.CCCCCC. (5) Given the product [CH3:1][S:2]([O:6][CH2:7][C@H:8]1[O:13][CH2:12][CH2:11][N:10]([C:14]([O:16][C:17]([CH3:20])([CH3:19])[CH3:18])=[O:15])[CH2:9]1)(=[O:4])=[O:3], predict the reactants needed to synthesize it. The reactants are: [CH3:1][S:2](Cl)(=[O:4])=[O:3].[OH:6][CH2:7][C@H:8]1[O:13][CH2:12][CH2:11][N:10]([C:14]([O:16][C:17]([CH3:20])([CH3:19])[CH3:18])=[O:15])[CH2:9]1.C(N(CC)CC)C. (6) Given the product [F:11][C:12]1[CH:18]=[CH:17][C:16]([F:19])=[CH:15][C:13]=1[NH:14][C:2]1[C:7]([C:8]#[N:9])=[C:6]([N:37]2[CH2:36][CH2:35][CH:34]([C:32]3[O:31][N:30]=[C:29]([CH:26]([CH3:28])[CH3:27])[N:33]=3)[CH2:39][CH2:38]2)[N:5]=[CH:4][N:3]=1, predict the reactants needed to synthesize it. The reactants are: Cl[C:2]1[C:7]([C:8]#[N:9])=[C:6](Cl)[N:5]=[CH:4][N:3]=1.[F:11][C:12]1[CH:18]=[CH:17][C:16]([F:19])=[CH:15][C:13]=1[NH2:14].C([O-])([O-])=O.[K+].[K+].[CH:26]([C:29]1[N:33]=[C:32]([CH:34]2[CH2:39][CH2:38][NH:37][CH2:36][CH2:35]2)[O:31][N:30]=1)([CH3:28])[CH3:27].